From a dataset of NCI-60 drug combinations with 297,098 pairs across 59 cell lines. Regression. Given two drug SMILES strings and cell line genomic features, predict the synergy score measuring deviation from expected non-interaction effect. Drug 1: C1=CN(C=N1)CC(O)(P(=O)(O)O)P(=O)(O)O. Drug 2: CC(C)NC(=O)C1=CC=C(C=C1)CNNC.Cl. Cell line: SK-OV-3. Synergy scores: CSS=1.04, Synergy_ZIP=2.07, Synergy_Bliss=1.86, Synergy_Loewe=0.538, Synergy_HSA=-0.477.